This data is from Catalyst prediction with 721,799 reactions and 888 catalyst types from USPTO. The task is: Predict which catalyst facilitates the given reaction. (1) Reactant: [CH3:1][C:2]1([CH3:16])[C:6]([CH3:8])([CH3:7])[O:5][B:4]([C:9]2[CH:15]=[CH:14][C:12]([NH2:13])=[CH:11][CH:10]=2)[O:3]1.C([O-])([O-])=O.[K+].[K+].Br[CH2:24][CH2:25][O:26][CH3:27]. Product: [CH3:27][O:26][CH2:25][CH2:24][NH:13][C:12]1[CH:14]=[CH:15][C:9]([B:4]2[O:3][C:2]([CH3:16])([CH3:1])[C:6]([CH3:7])([CH3:8])[O:5]2)=[CH:10][CH:11]=1. The catalyst class is: 3. (2) Reactant: [CH:1]1([C@H:7]([NH:15][C:16]([C:18]2[CH:23]=[CH:22][C:21]([C:24]3[CH:29]=[CH:28][C:27]([N+:30]([O-])=O)=[CH:26][CH:25]=3)=[CH:20][C:19]=2[NH:33][C:34]([NH:36][C:37]2[C:42]([CH3:43])=[CH:41][C:40]([CH3:44])=[CH:39][C:38]=2[CH3:45])=[O:35])=[O:17])[C:8]([O:10][C:11]([CH3:14])([CH3:13])[CH3:12])=[O:9])[CH2:6][CH2:5][CH2:4][CH2:3][CH2:2]1. Product: [NH2:30][C:27]1[CH:26]=[CH:25][C:24]([C:21]2[CH:22]=[CH:23][C:18]([C:16]([NH:15][C@@H:7]([CH:1]3[CH2:6][CH2:5][CH2:4][CH2:3][CH2:2]3)[C:8]([O:10][C:11]([CH3:14])([CH3:13])[CH3:12])=[O:9])=[O:17])=[C:19]([NH:33][C:34]([NH:36][C:37]3[C:38]([CH3:45])=[CH:39][C:40]([CH3:44])=[CH:41][C:42]=3[CH3:43])=[O:35])[CH:20]=2)=[CH:29][CH:28]=1. The catalyst class is: 63. (3) Reactant: Br[C:2]1[CH:20]=[CH:19][C:5]([O:6][CH2:7][CH:8]2[CH2:13][CH2:12][N:11]([CH2:14][C:15]([F:18])([CH3:17])[CH3:16])[CH2:10][CH2:9]2)=[C:4]([F:21])[CH:3]=1.[F:22][C:23]1[CH:28]=[C:27]([C:29]([O:31][CH3:32])=[O:30])[CH:26]=[CH:25][C:24]=1B(O)O.C([O-])([O-])=O.[Cs+].[Cs+]. Product: [F:22][C:23]1[CH:28]=[C:27]([C:29]([O:31][CH3:32])=[O:30])[CH:26]=[CH:25][C:24]=1[C:2]1[CH:20]=[CH:19][C:5]([O:6][CH2:7][CH:8]2[CH2:13][CH2:12][N:11]([CH2:14][C:15]([F:18])([CH3:17])[CH3:16])[CH2:10][CH2:9]2)=[C:4]([F:21])[CH:3]=1. The catalyst class is: 38.